Dataset: Reaction yield outcomes from USPTO patents with 853,638 reactions. Task: Predict the reaction yield, written as a fraction of the theoretical maximum amount of product (1.0 means a 100% yield; for example, 0.34 means a 34% yield). (1) The reactants are Br[C:2]1[CH:3]=[N:4][CH:5]=[N:6][CH:7]=1.[C:8]([O:12][C:13]([N:15]1[CH2:20][CH2:19][CH:18]([NH2:21])[CH2:17][CH2:16]1)=[O:14])([CH3:11])([CH3:10])[CH3:9].O(C(C)(C)C)[K]. The catalyst is C1(C)C=CC=CC=1.C1C=CC(/C=C/C(/C=C/C2C=CC=CC=2)=O)=CC=1.C1C=CC(/C=C/C(/C=C/C2C=CC=CC=2)=O)=CC=1.C1C=CC(/C=C/C(/C=C/C2C=CC=CC=2)=O)=CC=1.[Pd].[Pd].C1(P(C2C=CC=CC=2)C2C=CC3C(=CC=CC=3)C=2C2C3C(=CC=CC=3)C=CC=2P(C2C=CC=CC=2)C2C=CC=CC=2)C=CC=CC=1. The product is [C:8]([O:12][C:13]([N:15]1[CH2:20][CH2:19][CH:18]([NH:21][C:2]2[CH:3]=[N:4][CH:5]=[N:6][CH:7]=2)[CH2:17][CH2:16]1)=[O:14])([CH3:11])([CH3:9])[CH3:10]. The yield is 0.470. (2) The reactants are [Cl:1][C:2]1[CH:27]=[CH:26][CH:25]=[C:24]([N+:28]([O-])=O)[C:3]=1[C:4]([N:6]([C:11](=O)[C@@H:12]([NH:15][C:16](=[O:22])[O:17][C:18]([CH3:21])([CH3:20])[CH3:19])[CH2:13][CH3:14])[C@@H:7]1[CH2:9][C@@H:8]1[F:10])=[O:5]. The catalyst is C(O)(=O)C.[Zn]. The product is [Cl:1][C:2]1[CH:27]=[CH:26][CH:25]=[C:24]2[C:3]=1[C:4](=[O:5])[N:6]([C@@H:7]1[CH2:9][C@@H:8]1[F:10])[C:11]([C@@H:12]([NH:15][C:16](=[O:22])[O:17][C:18]([CH3:21])([CH3:20])[CH3:19])[CH2:13][CH3:14])=[N:28]2. The yield is 0.348. (3) The reactants are [CH2:1]([O:4][CH2:5][CH2:6][OH:7])[CH2:2][CH3:3].CC(C)([O-])C.[K+].F[C:15]1[CH:20]=[CH:19][CH:18]=[C:17]([F:21])[N:16]=1. The catalyst is C1COCC1.[Cl-].[Na+].O. The product is [F:21][C:17]1[CH:18]=[CH:19][CH:20]=[C:15]([O:7][CH2:6][CH2:5][O:4][CH2:1][CH2:2][CH3:3])[N:16]=1. The yield is 0.930.